Predict the product of the given reaction. From a dataset of Forward reaction prediction with 1.9M reactions from USPTO patents (1976-2016). (1) Given the reactants FC(F)(F)C(N[CH2:6][C:7]#[CH:8])=[O:4].[C:11]([C:13]1[C:26]2[C:27]3=[C:28]4[C:23](=[CH:24][CH:25]=2)[CH:22]=[CH:21][CH:20]=[C:19]4[CH:18]=[CH:17][C:16]3=[CH:15][CH:14]=1)#[CH:12].C(NC(C1[C:48]2[C:49]3=[C:50]4[C:45](=[CH:46][CH:47]=2)[CH:44]=[CH:43][CH:42]=[C:41]4[CH:40]=[CH:39][C:38]3=CC=1)=O)C#C, predict the reaction product. The product is: [C:14]1([C:13](=[O:4])[C:11]#[CH:12])[C:38]2[C:49]3=[C:50]4[C:41](=[CH:40][CH:39]=2)[CH:42]=[CH:43][CH:44]=[C:45]4[CH:46]=[CH:47][C:48]3=[CH:16][CH:15]=1.[C:13]1([CH2:11][CH2:6][C:7]#[CH:8])[C:26]2[C:27]3=[C:28]4[C:23](=[CH:24][CH:25]=2)[CH:22]=[CH:21][CH:20]=[C:19]4[CH:18]=[CH:17][C:16]3=[CH:15][CH:14]=1. (2) Given the reactants [CH3:1][C@:2]12[N:18]3[C:19]4[CH:20]=[CH:21][CH:22]=[CH:23][C:24]=4[C:25]4[C:26]5[CH2:31][NH:30][C:28](=[O:29])[C:27]=5[C:15]5=[C:16]([C:17]=43)[N:8]([C:9]3[CH:10]=[CH:11][CH:12]=[CH:13][C:14]=35)[C@H:6]([O:7]1)[CH2:5][C@@H:4]([NH:32][CH3:33])[C@H:3]2[O:34][CH3:35].NCCCCCC(N)=O.C(N(CC)CC)C.CC#N.O, predict the reaction product. The product is: [CH3:1][C@:2]12[N:18]3[C:19]4[CH:20]=[CH:21][CH:22]=[CH:23][C:24]=4[C:25]4[C:26]5[CH2:31][NH:30][C:28](=[O:29])[C:27]=5[C:15]5=[C:16]([C:17]=43)[N:8]([C:9]3[CH:10]=[CH:11][CH:12]=[CH:13][C:14]=35)[C@H:6]([O:7]1)[CH2:5][C@@H:4]([NH:32][CH3:33])[C@H:3]2[O:34][CH3:35]. (3) Given the reactants [S:1]1[CH:5]=[CH:4][C:3]([C:6]2[CH:11]=[CH:10][C:9]([CH2:12][CH2:13][OH:14])=[CH:8][CH:7]=2)=[CH:2]1.[C:15]([NH:22][C@:23]([CH3:29])([C:26]([OH:28])=O)[CH2:24][OH:25])([O:17][C:18]([CH3:21])([CH3:20])[CH3:19])=[O:16].CN(C(ON1N=N[C:40]2[CH:41]=[CH:42][CH:43]=[N:44][C:39]1=2)=[N+](C)C)C.F[P-](F)(F)(F)(F)F.P([O-])([O-])([O-])=O.[C:59](=O)([O-])N, predict the reaction product. The product is: [S:1]1[CH:5]=[CH:4][C:3]([C:6]2[CH:11]=[CH:10][C:9]([CH2:12][CH2:13][O:14][C:40]3[CH:39]=[CH:59][C:43]([NH:44][C:26]([C@:23]([NH:22][C:15](=[O:16])[O:17][C:18]([CH3:19])([CH3:20])[CH3:21])([CH3:29])[CH2:24][OH:25])=[O:28])=[CH:42][CH:41]=3)=[CH:8][CH:7]=2)=[CH:2]1. (4) Given the reactants [F:1][C:2]1[CH:3]=[C:4]([C:11]2[CH:16]=[CH:15][C:14]([NH:17][CH2:18][CH:19]3[CH2:24][CH2:23][N:22]([CH2:25][C:26]([F:29])([CH3:28])[CH3:27])[CH2:21][CH2:20]3)=[CH:13][CH:12]=2)[CH:5]=[CH:6][C:7]=1C(O)=O.CCN=C=N[CH2:35][CH2:36][CH2:37][N:38]([CH3:40])[CH3:39].C1C=CC2N([OH:50])N=NC=2C=1.CCN(C(C)C)C(C)C.N1CCC[C@H]1[C:65]([NH2:67])=[O:66], predict the reaction product. The product is: [F:1][C:2]1[CH:7]=[CH:6][CH:5]=[C:4]([C:11]2[CH:12]=[CH:13][C:14]([NH:17][CH2:18][CH:19]3[CH2:24][CH2:23][N:22]([CH2:25][C:26]([F:29])([CH3:28])[CH3:27])[CH2:21][CH2:20]3)=[CH:15][CH:16]=2)[C:3]=1[C:40]([N:38]1[CH2:37][CH2:36][CH2:35][C@H:39]1[C:65]([NH2:67])=[O:66])=[O:50]. (5) Given the reactants [Mn]([O-])(=O)(=O)=[O:2].[K+].[F:7][C:8]1[CH:13]=[CH:12][CH:11]=[C:10]([CH3:14])[N:9]=1.[OH2:15], predict the reaction product. The product is: [F:7][C:8]1[N:9]=[C:10]([C:14]([OH:2])=[O:15])[CH:11]=[CH:12][CH:13]=1. (6) The product is: [F:1][C:2]1[CH:3]=[CH:4][C:5]([N:8]2[CH2:13][CH2:12][N:11]([C:14]([C@@H:16]3[CH2:21][CH2:20][CH2:19][CH2:18][C@H:17]3[C:22]([OH:24])=[O:23])=[O:15])[CH2:10][CH2:9]2)=[CH:6][CH:7]=1. Given the reactants [F:1][C:2]1[CH:7]=[CH:6][C:5]([N:8]2[CH2:13][CH2:12][N:11]([C:14]([C@@H:16]3[CH2:21][CH2:20][CH2:19][CH2:18][C@H:17]3[C:22]([O:24]C)=[O:23])=[O:15])[CH2:10][CH2:9]2)=[CH:4][CH:3]=1.[OH-].[Na+], predict the reaction product. (7) Given the reactants Br[C:2]1[CH:7]=[C:6]([Br:8])[N:5]=[C:4]([C:9]2[CH:14]=[CH:13][C:12]([F:15])=[CH:11][C:10]=2[Cl:16])[C:3]=1[CH2:17][CH2:18][C:19]([NH:21][C:22]1[C:27]([Cl:28])=[CH:26][CH:25]=[CH:24][C:23]=1[Cl:29])=[O:20].C([O-])([O-])=O.[K+].[K+], predict the reaction product. The product is: [Br:8][C:6]1[CH:7]=[C:2]2[C:3]([CH2:17][CH2:18][C:19](=[O:20])[N:21]2[C:22]2[C:27]([Cl:28])=[CH:26][CH:25]=[CH:24][C:23]=2[Cl:29])=[C:4]([C:9]2[CH:14]=[CH:13][C:12]([F:15])=[CH:11][C:10]=2[Cl:16])[N:5]=1. (8) Given the reactants [C:1]([O:5][C:6]([NH:8][CH:9]1[CH2:13][CH2:12][C:11]([Sn](CCCC)(CCCC)CCCC)=[CH:10]1)=[O:7])([CH3:4])([CH3:3])[CH3:2].Cl[C:28]1[N:36]2[C:32](=[N:33][C:34]3[CH:40]=[CH:39][CH:38]=[CH:37][C:35]=32)[C:31]([C:41]#[N:42])=[C:30]([CH3:43])[C:29]=1[CH2:44][CH3:45].C(C1C=C(C)C=C(C(C)(C)C)C=1O)(C)(C)C, predict the reaction product. The product is: [C:1]([O:5][C:6]([NH:8][CH:9]1[CH2:13][CH2:12][C:11]([C:28]2[N:36]3[C:32](=[N:33][C:34]4[CH:40]=[CH:39][CH:38]=[CH:37][C:35]=43)[C:31]([C:41]#[N:42])=[C:30]([CH3:43])[C:29]=2[CH2:44][CH3:45])=[CH:10]1)=[O:7])([CH3:2])([CH3:3])[CH3:4]. (9) Given the reactants N1([C:6](N2C=NC=N2)=[O:7])C=NC=N1.[NH2:13][C:14]1[CH:21]=[C:20]([NH:22][CH2:23][CH2:24][O:25][CH3:26])[C:17]([C:18]#[N:19])=[CH:16][N:15]=1.[CH3:27][O:28][CH:29]([O:49][CH3:50])[C:30]1[C:39]([CH2:40][N:41]2[CH2:48][CH2:47][CH2:46][C:42]32[CH2:45][O:44][CH2:43]3)=[CH:38][C:37]2[CH2:36][CH2:35][CH2:34][NH:33][C:32]=2[N:31]=1, predict the reaction product. The product is: [CH2:43]1[C:42]2([CH2:46][CH2:47][CH2:48][N:41]2[CH2:40][C:39]2[CH:38]=[C:37]3[C:32](=[N:31][C:30]=2[CH:29]([O:28][CH3:27])[O:49][CH3:50])[N:33]([C:6]([NH:13][C:14]2[CH:21]=[C:20]([NH:22][CH2:23][CH2:24][O:25][CH3:26])[C:17]([C:18]#[N:19])=[CH:16][N:15]=2)=[O:7])[CH2:34][CH2:35][CH2:36]3)[CH2:45][O:44]1. (10) Given the reactants [NH:1]1[C:9]2[C:4](=[CH:5][CH:6]=[CH:7][CH:8]=2)[C:3]([C:10]2[CH:20]=[CH:19][C:13]([C:14]([O:16][CH2:17]C)=[O:15])=[CH:12][CH:11]=2)=[N:2]1.CO[Na].[CH2:24](Cl)[C:25]1[O:29][CH:28]=[CH:27][CH:26]=1, predict the reaction product. The product is: [O:29]1[CH:28]=[CH:27][CH:26]=[C:25]1[CH2:24][N:2]1[C:3]([C:10]2[CH:20]=[CH:19][C:13]([C:14]([O:16][CH3:17])=[O:15])=[CH:12][CH:11]=2)=[C:4]2[C:9]([CH:8]=[CH:7][CH:6]=[CH:5]2)=[N:1]1.